This data is from Full USPTO retrosynthesis dataset with 1.9M reactions from patents (1976-2016). The task is: Predict the reactants needed to synthesize the given product. (1) Given the product [C:12]([N:14]=[C:15]([N:10]1[CH2:9][CH2:8][NH:7][CH:6]([C:4]([O:3][CH2:1][CH3:2])=[O:5])[CH2:11]1)[NH:16][C:17]1[CH:22]=[CH:21][CH:20]=[CH:19][C:18]=1[CH3:23])#[N:13], predict the reactants needed to synthesize it. The reactants are: [CH2:1]([O:3][C:4]([CH:6]1[CH2:11][NH:10][CH2:9][CH2:8][NH:7]1)=[O:5])[CH3:2].[C:12]([N:14]=[C:15](OC1C=CC=CC=1)[NH:16][C:17]1[CH:22]=[CH:21][CH:20]=[CH:19][C:18]=1[CH3:23])#[N:13]. (2) Given the product [C:37]([NH:1][C:2]1[CH:29]=[CH:28][C:5]([C:6]([N:8]2[CH2:13][CH2:12][N:11]([CH2:14][C:15]3[CH:16]=[C:17]([CH:25]=[CH:26][CH:27]=3)[C:18]([NH:20][C:21]([CH3:24])([CH3:23])[CH3:22])=[O:19])[CH2:10][CH2:9]2)=[O:7])=[CH:4][CH:3]=1)(=[O:44])[C:38]1[CH:43]=[CH:42][CH:41]=[CH:40][CH:39]=1, predict the reactants needed to synthesize it. The reactants are: [NH2:1][C:2]1[CH:29]=[CH:28][C:5]([C:6]([N:8]2[CH2:13][CH2:12][N:11]([CH2:14][C:15]3[CH:16]=[C:17]([CH:25]=[CH:26][CH:27]=3)[C:18]([NH:20][C:21]([CH3:24])([CH3:23])[CH3:22])=[O:19])[CH2:10][CH2:9]2)=[O:7])=[CH:4][CH:3]=1.C(N(CC)CC)C.[C:37](Cl)(=[O:44])[C:38]1[CH:43]=[CH:42][CH:41]=[CH:40][CH:39]=1.O. (3) Given the product [CH:16]([N:13]1[CH2:12][CH2:11][N:10]([C:5]2[CH:4]=[CH:3][C:2]([NH:1][C:36]([NH:35][C:34]3[C:30]([CH3:29])=[N:31][O:32][C:33]=3[CH3:38])=[O:37])=[CH:9][C:6]=2[C:7]#[N:8])[CH2:15][CH2:14]1)([C:17]1[CH:22]=[CH:21][CH:20]=[CH:19][CH:18]=1)[C:23]1[CH:24]=[CH:25][CH:26]=[CH:27][CH:28]=1, predict the reactants needed to synthesize it. The reactants are: [NH2:1][C:2]1[CH:3]=[CH:4][C:5]([N:10]2[CH2:15][CH2:14][N:13]([CH:16]([C:23]3[CH:28]=[CH:27][CH:26]=[CH:25][CH:24]=3)[C:17]3[CH:22]=[CH:21][CH:20]=[CH:19][CH:18]=3)[CH2:12][CH2:11]2)=[C:6]([CH:9]=1)[C:7]#[N:8].[CH3:29][C:30]1[C:34]([N:35]=[C:36]=[O:37])=[C:33]([CH3:38])[O:32][N:31]=1.[OH-].[Na+].